Dataset: Catalyst prediction with 721,799 reactions and 888 catalyst types from USPTO. Task: Predict which catalyst facilitates the given reaction. (1) Reactant: C(NC(C)C)(C)C.C([Li])CCC.[O:13]([C:20]1[CH:25]=[CH:24][C:23]([CH2:26][C:27]([OH:29])=[O:28])=[CH:22][CH:21]=1)[C:14]1[CH:19]=[CH:18][CH:17]=[CH:16][CH:15]=1.I[CH2:31][CH:32]1[CH2:36][CH2:35][CH2:34][CH2:33]1.Cl. Product: [CH:32]1([CH2:31][CH:26]([C:23]2[CH:22]=[CH:21][C:20]([O:13][C:14]3[CH:15]=[CH:16][CH:17]=[CH:18][CH:19]=3)=[CH:25][CH:24]=2)[C:27]([OH:29])=[O:28])[CH2:36][CH2:35][CH2:34][CH2:33]1. The catalyst class is: 544. (2) Reactant: [NH2:1][C:2]1[N:7]=[CH:6][N:5]=[C:4]([NH:8][C@H:9]([C:11]2[C:20]([C:21]([OH:23])=O)=[CH:19][C:18]3[C:13](=[C:14]([F:24])[CH:15]=[CH:16][CH:17]=3)[N:12]=2)[CH3:10])[C:3]=1[C:25]#[N:26].[NH:27]1[CH2:31][CH2:30][CH2:29][CH2:28]1.CCN(C(C)C)C(C)C.F[P-](F)(F)(F)(F)F.N1(O[P+](N2CCCC2)(N2CCCC2)N2CCCC2)C2C=CC=CC=2N=N1. Product: [NH2:1][C:2]1[C:3]([C:25]#[N:26])=[C:4]([NH:8][C@H:9]([C:11]2[C:20]([C:21]([N:27]3[CH2:31][CH2:30][CH2:29][CH2:28]3)=[O:23])=[CH:19][C:18]3[C:13](=[C:14]([F:24])[CH:15]=[CH:16][CH:17]=3)[N:12]=2)[CH3:10])[N:5]=[CH:6][N:7]=1. The catalyst class is: 31. (3) Reactant: [Br:1][C:2]1[CH:19]=[CH:18][C:5]([CH2:6][CH:7]([C:10]([CH:12]2[CH2:17][CH2:16][CH2:15][CH2:14][CH2:13]2)=O)[CH:8]=O)=[CH:4][CH:3]=1.Cl.[F:21][C:22]([F:33])([F:32])[O:23][C:24]1[CH:29]=[CH:28][C:27]([NH:30][NH2:31])=[CH:26][CH:25]=1.C[O-].[Na+]. Product: [Br:1][C:2]1[CH:19]=[CH:18][C:5]([CH2:6][C:7]2[CH:8]=[N:31][N:30]([C:27]3[CH:28]=[CH:29][C:24]([O:23][C:22]([F:21])([F:33])[F:32])=[CH:25][CH:26]=3)[C:10]=2[CH:12]2[CH2:17][CH2:16][CH2:15][CH2:14][CH2:13]2)=[CH:4][CH:3]=1. The catalyst class is: 5. (4) Reactant: C[C:2]([C:4]1C=C[C:7](O)=[CH:8][CH:9]=1)=[O:3].[NH2:11][CH2:12][CH2:13][CH2:14][Si](OCC)(OCC)OCC.C=O. Product: [O:3]1[C:2]2[CH:4]=[CH:9][CH:8]=[CH:7][C:14]=2[CH:13]=[CH:12][NH:11]1. The catalyst class is: 11.